This data is from Peptide-MHC class I binding affinity with 185,985 pairs from IEDB/IMGT. The task is: Regression. Given a peptide amino acid sequence and an MHC pseudo amino acid sequence, predict their binding affinity value. This is MHC class I binding data. The peptide sequence is LYTVKFPNLI. The MHC is HLA-A23:01 with pseudo-sequence HLA-A23:01. The binding affinity (normalized) is 0.419.